Dataset: Catalyst prediction with 721,799 reactions and 888 catalyst types from USPTO. Task: Predict which catalyst facilitates the given reaction. (1) Reactant: C[CH2:2][C:3]([OH:5])=S.C(Cl)(=O)C(Cl)=O.[F:12][C:13]1[CH:18]=[CH:17][C:16]([C:19]2[N:20]=[C:21]3[CH:26]=[CH:25][CH:24]=[N:23][N:22]3[C:27]=2[C:28]2[CH:33]=[CH:32][N:31]=[C:30]([NH2:34])[CH:29]=2)=[CH:15][C:14]=1[CH3:35].C(N(CC)CC)C.CC[C:45](Cl)=[S:46].C(=O)([O-])O.[Na+]. Product: [F:12][C:13]1[CH:18]=[CH:17][C:16]([C:19]2[N:20]=[C:21]3[CH:26]=[CH:25][CH:24]=[N:23][N:22]3[C:27]=2[C:28]2[CH:33]=[CH:32][N:31]=[C:30]([NH:34][C:3](=[O:5])[CH2:2][S:46][CH3:45])[CH:29]=2)=[CH:15][C:14]=1[CH3:35]. The catalyst class is: 213. (2) Reactant: [CH:1]1[C:6]([C:7]#[N:8])=[CH:5][C:4](Br)=[N:3][CH:2]=1.[CH3:10][Sn:11]([CH3:17])([CH3:16])[Sn:11]([CH3:17])([CH3:16])[CH3:10]. Product: [CH3:10][Sn:11]([CH3:17])([CH3:16])[C:4]1[CH:5]=[C:6]([CH:1]=[CH:2][N:3]=1)[C:7]#[N:8]. The catalyst class is: 109. (3) Reactant: Br[CH:2](Br)[C:3]([C:5]([F:8])([F:7])[F:6])=[O:4].C([O-])(=O)C.[Na+].[NH:15]([C:17]1[C:22]([F:23])=[CH:21][C:20]([Cl:24])=[CH:19][N:18]=1)[NH2:16]. Product: [Cl:24][C:20]1[CH:21]=[C:22]([F:23])[C:17]([NH:15][N:16]=[CH:2][C:3](=[O:4])[C:5]([F:8])([F:7])[F:6])=[N:18][CH:19]=1. The catalyst class is: 6.